Dataset: NCI-60 drug combinations with 297,098 pairs across 59 cell lines. Task: Regression. Given two drug SMILES strings and cell line genomic features, predict the synergy score measuring deviation from expected non-interaction effect. (1) Drug 1: CC1=C2C(C(=O)C3(C(CC4C(C3C(C(C2(C)C)(CC1OC(=O)C(C(C5=CC=CC=C5)NC(=O)OC(C)(C)C)O)O)OC(=O)C6=CC=CC=C6)(CO4)OC(=O)C)OC)C)OC. Drug 2: CC1OCC2C(O1)C(C(C(O2)OC3C4COC(=O)C4C(C5=CC6=C(C=C35)OCO6)C7=CC(=C(C(=C7)OC)O)OC)O)O. Cell line: K-562. Synergy scores: CSS=54.1, Synergy_ZIP=-4.32, Synergy_Bliss=-8.38, Synergy_Loewe=-5.93, Synergy_HSA=-3.78. (2) Drug 1: C1C(C(OC1N2C=C(C(=O)NC2=O)F)CO)O. Drug 2: CN1C2=C(C=C(C=C2)N(CCCl)CCCl)N=C1CCCC(=O)O.Cl. Cell line: A549. Synergy scores: CSS=32.2, Synergy_ZIP=0.226, Synergy_Bliss=0.107, Synergy_Loewe=-39.7, Synergy_HSA=-1.30. (3) Drug 1: CC(C)(C#N)C1=CC(=CC(=C1)CN2C=NC=N2)C(C)(C)C#N. Drug 2: CC1C(C(CC(O1)OC2CC(CC3=C2C(=C4C(=C3O)C(=O)C5=CC=CC=C5C4=O)O)(C(=O)C)O)N)O. Cell line: MDA-MB-435. Synergy scores: CSS=59.4, Synergy_ZIP=-1.76, Synergy_Bliss=2.40, Synergy_Loewe=0.408, Synergy_HSA=3.82. (4) Drug 1: CC1=C(C=C(C=C1)C(=O)NC2=CC(=CC(=C2)C(F)(F)F)N3C=C(N=C3)C)NC4=NC=CC(=N4)C5=CN=CC=C5. Drug 2: CN(C(=O)NC(C=O)C(C(C(CO)O)O)O)N=O. Cell line: SK-OV-3. Synergy scores: CSS=-3.58, Synergy_ZIP=-1.28, Synergy_Bliss=-6.70, Synergy_Loewe=-2.97, Synergy_HSA=-6.49. (5) Synergy scores: CSS=2.50, Synergy_ZIP=-0.995, Synergy_Bliss=-1.34, Synergy_Loewe=-3.82, Synergy_HSA=-3.99. Drug 2: C(CC(=O)O)C(=O)CN.Cl. Drug 1: CC1C(C(=O)NC(C(=O)N2CCCC2C(=O)N(CC(=O)N(C(C(=O)O1)C(C)C)C)C)C(C)C)NC(=O)C3=C4C(=C(C=C3)C)OC5=C(C(=O)C(=C(C5=N4)C(=O)NC6C(OC(=O)C(N(C(=O)CN(C(=O)C7CCCN7C(=O)C(NC6=O)C(C)C)C)C)C(C)C)C)N)C. Cell line: OVCAR-4. (6) Drug 1: COC1=C(C=C2C(=C1)N=CN=C2NC3=CC(=C(C=C3)F)Cl)OCCCN4CCOCC4. Drug 2: CC(C1=C(C=CC(=C1Cl)F)Cl)OC2=C(N=CC(=C2)C3=CN(N=C3)C4CCNCC4)N. Cell line: CAKI-1. Synergy scores: CSS=50.1, Synergy_ZIP=-2.94, Synergy_Bliss=-1.99, Synergy_Loewe=1.37, Synergy_HSA=2.08. (7) Drug 1: C1=CC(=C2C(=C1NCCNCCO)C(=O)C3=C(C=CC(=C3C2=O)O)O)NCCNCCO. Drug 2: CN(C)C1=NC(=NC(=N1)N(C)C)N(C)C. Cell line: HOP-92. Synergy scores: CSS=36.9, Synergy_ZIP=-0.222, Synergy_Bliss=-2.82, Synergy_Loewe=-39.1, Synergy_HSA=-3.29.